From a dataset of Reaction yield outcomes from USPTO patents with 853,638 reactions. Predict the reaction yield, written as a fraction of the theoretical maximum amount of product (1.0 means a 100% yield; for example, 0.34 means a 34% yield). (1) The reactants are [C:1]([NH:4][C:5]1[CH:6]=[C:7]([CH:11]=[CH:12][N:13]=1)[C:8]([OH:10])=O)(=[O:3])[CH3:2].C(N(C(C)C)CC)(C)C.[NH2:23][C:24]1[CH:29]=[CH:28][C:27]([C:30]2[NH:31][C:32](=[O:44])[C:33]3[O:38][C:37]4[CH:39]=[CH:40][C:41]([Br:43])=[CH:42][C:36]=4[C:34]=3[N:35]=2)=[C:26]([Cl:45])[CH:25]=1.CN(C(ON1N=NC2C=CC=NC1=2)=[N+](C)C)C.F[P-](F)(F)(F)(F)F. The yield is 0.640. The catalyst is CC(N(C)C)=O. The product is [C:1]([NH:4][C:5]1[CH:6]=[C:7]([CH:11]=[CH:12][N:13]=1)[C:8]([NH:23][C:24]1[CH:29]=[CH:28][C:27]([C:30]2[NH:31][C:32](=[O:44])[C:33]3[O:38][C:37]4[CH:39]=[CH:40][C:41]([Br:43])=[CH:42][C:36]=4[C:34]=3[N:35]=2)=[C:26]([Cl:45])[CH:25]=1)=[O:10])(=[O:3])[CH3:2]. (2) The reactants are [CH:1]1([NH:4][C:5]([NH:7][C:8]2[CH:13]=[CH:12][C:11]([O:14][C:15]3[C:24]4[C:19](=[CH:20][C:21]([O:29][CH3:30])=[C:22]([C:25]([O:27]C)=[O:26])[CH:23]=4)[N:18]=[CH:17][CH:16]=3)=[CH:10][C:9]=2[CH3:31])=[O:6])[CH2:3][CH2:2]1. The catalyst is CO.[OH-].[Na+]. The product is [CH:1]1([NH:4][C:5]([NH:7][C:8]2[CH:13]=[CH:12][C:11]([O:14][C:15]3[C:24]4[C:19](=[CH:20][C:21]([O:29][CH3:30])=[C:22]([C:25]([OH:27])=[O:26])[CH:23]=4)[N:18]=[CH:17][CH:16]=3)=[CH:10][C:9]=2[CH3:31])=[O:6])[CH2:3][CH2:2]1. The yield is 0.568. (3) The yield is 0.590. The product is [C:25]([O:24][C:22]([N:8]1[CH2:12][CH2:11][C:10](=[O:13])[CH2:9]1)=[O:23])([CH3:26])([CH3:27])[CH3:28]. The reactants are C([N:8]1[CH2:12][CH2:11][C:10](=[O:13])[CH2:9]1)C1C=CC=CC=1.[C:22](O[C:22]([O:24][C:25]([CH3:28])([CH3:27])[CH3:26])=[O:23])([O:24][C:25]([CH3:28])([CH3:27])[CH3:26])=[O:23]. The catalyst is CO.[Pd]. (4) The reactants are C1(C)C=CC(S([O-])(=O)=O)=CC=1.[NH+]1C=CC=CC=1.[F:18][C:19]1[C:20]([C:34]2[S:38][C:37]3[C:39]([C:43]4[C:48]([O:49][CH2:50][CH2:51][O:52]C5CCCCO5)=[CH:47][N:46]=[C:45]([F:59])[CH:44]=4)=[CH:40][CH:41]=[CH:42][C:36]=3[CH:35]=2)=[N:21][C:22]([NH:25][CH2:26][CH2:27][N:28]2[CH2:32][CH2:31][NH:30][C:29]2=[O:33])=[N:23][CH:24]=1. The catalyst is C(O)C. The product is [F:18][C:19]1[C:20]([C:34]2[S:38][C:37]3[C:39]([C:43]4[C:48]([O:49][CH2:50][CH2:51][OH:52])=[CH:47][N:46]=[C:45]([F:59])[CH:44]=4)=[CH:40][CH:41]=[CH:42][C:36]=3[CH:35]=2)=[N:21][C:22]([NH:25][CH2:26][CH2:27][N:28]2[CH2:32][CH2:31][NH:30][C:29]2=[O:33])=[N:23][CH:24]=1. The yield is 0.870. (5) The reactants are [S:1]1[CH2:5][C:4](=[O:6])[NH:3][C:2]1=[O:7].[Li][CH2:9]CCC.[CH3:13][O:14][C:15]1[CH:22]=[CH:21][C:18]([CH2:19]Br)=[CH:17][C:16]=1[C:23]1[C:32]([CH3:33])=[CH:31][C:30]2[C:29]([CH3:35])([CH3:34])[CH2:28][CH:27](C)[CH:26]([CH3:37])[C:25]=2[CH:24]=1.Cl. The catalyst is C1COCC1.C(OCC)(=O)C. The product is [CH3:13][O:14][C:15]1[CH:22]=[CH:21][C:18]([CH2:19][CH:5]2[S:1][C:2](=[O:7])[NH:3][C:4]2=[O:6])=[CH:17][C:16]=1[C:23]1[C:32]([CH3:33])=[CH:31][C:30]2[C:29]([CH3:35])([CH3:34])[CH2:28][CH2:27][C:26]([CH3:37])([CH3:9])[C:25]=2[CH:24]=1. The yield is 0.240.